Dataset: Reaction yield outcomes from USPTO patents with 853,638 reactions. Task: Predict the reaction yield, written as a fraction of the theoretical maximum amount of product (1.0 means a 100% yield; for example, 0.34 means a 34% yield). (1) The reactants are [OH-].[K+].[F:3][C:4]1[CH:5]=[C:6]2[C:11](=[C:12]([F:21])[C:13]=1[N:14]1[CH2:19][CH2:18][N:17]([CH3:20])[CH2:16][CH2:15]1)[N:10]([C@@H:22]([CH3:25])[CH2:23][OH:24])[CH:9]=[C:8]([C:26]([O:28]CC)=[O:27])[C:7]2=[O:31].C(O)(=O)C. The catalyst is C(O)C. The product is [F:3][C:4]1[CH:5]=[C:6]2[C:11](=[C:12]([F:21])[C:13]=1[N:14]1[CH2:15][CH2:16][N:17]([CH3:20])[CH2:18][CH2:19]1)[N:10]([C@@H:22]([CH3:25])[CH2:23][OH:24])[CH:9]=[C:8]([C:26]([OH:28])=[O:27])[C:7]2=[O:31]. The yield is 0.558. (2) The reactants are C[Si]([C:5]#[C:6][C:7]1[N:14]=[CH:13][CH:12]=[CH:11][C:8]=1[C:9]#[N:10])(C)C.[CH3:15][O-:16].[Na+].[CH3:18][OH:19]. No catalyst specified. The product is [CH3:15][O:16][CH:5]([O:19][CH3:18])[CH2:6][C:7]1[N:14]=[CH:13][CH:12]=[CH:11][C:8]=1[C:9]#[N:10]. The yield is 0.750. (3) The reactants are N[C:2]1[CH:7]=[CH:6][C:5]([O:8][CH3:9])=[CH:4][C:3]=1[S:10]([NH:13][C:14]1[CH:15]=[CH:16][CH:17]=[C:18]2[C:23]=1[N:22]=[CH:21][CH:20]=[CH:19]2)(=[O:12])=[O:11].N(OC(C)(C)C)=O.CC(O)=O. The catalyst is C1COCC1. The product is [CH3:9][O:8][C:5]1[CH:4]=[C:3]2[C:2](=[CH:7][CH:6]=1)[C:15]1[C:14](=[C:23]3[C:18](=[CH:17][CH:16]=1)[CH:19]=[CH:20][CH:21]=[N:22]3)[NH:13][S:10]2(=[O:11])=[O:12]. The yield is 0.0400. (4) The reactants are [Br:1][C:2]1[CH:3]=[C:4]2[C:10]([C:11]([OH:13])=O)=[N:9][NH:8][C:5]2=[N:6][CH:7]=1.C1N=CN(C(N2C=NC=C2)=O)C=1.Cl.[CH3:27][NH:28][O:29][CH3:30]. The catalyst is CN(C=O)C. The product is [Br:1][C:2]1[CH:3]=[C:4]2[C:10]([C:11]([N:28]([O:29][CH3:30])[CH3:27])=[O:13])=[N:9][NH:8][C:5]2=[N:6][CH:7]=1. The yield is 0.920. (5) The reactants are C([O:4][CH2:5][C:6]1[CH:11]=[C:10]([C:12]2[CH:13]=[N:14][N:15]3[C:20]([C:21]([F:24])([F:23])[F:22])=[CH:19][C:18]([C:25]4[CH:30]=[CH:29][C:28]([C:31]([F:34])([F:33])[F:32])=[CH:27][CH:26]=4)=[N:17][C:16]=23)[CH:9]=[CH:8][N:7]=1)(=O)C.C[O-].[Na+].O. The catalyst is CO. The product is [F:34][C:31]([F:32])([F:33])[C:28]1[CH:29]=[CH:30][C:25]([C:18]2[CH:19]=[C:20]([C:21]([F:22])([F:23])[F:24])[N:15]3[N:14]=[CH:13][C:12]([C:10]4[CH:9]=[CH:8][N:7]=[C:6]([CH2:5][OH:4])[CH:11]=4)=[C:16]3[N:17]=2)=[CH:26][CH:27]=1. The yield is 0.780. (6) The reactants are [CH:1]1[CH:2]=[CH:3][N:4]2[CH2:10][C:9]3[CH:11]=[CH:12][CH:13]=[CH:14][C:8]=3[N:7]([C:15]([CH:17]3[CH2:22][CH2:21][N:20]([C:23]4[CH:30]=[CH:29][CH:28]=[CH:27][C:24]=4[C:25]#[N:26])[CH2:19][CH2:18]3)=[O:16])[CH2:6][C:5]=12.[BH4-].[Na+]. The catalyst is CO.O.O.O.O.O.O.[Co](Cl)Cl. The product is [NH2:26][CH2:25][C:24]1[CH:27]=[CH:28][CH:29]=[CH:30][C:23]=1[N:20]1[CH2:19][CH2:18][CH:17]([C:15]([N:7]2[C:8]3[CH:14]=[CH:13][CH:12]=[CH:11][C:9]=3[CH2:10][N:4]3[CH:3]=[CH:2][CH:1]=[C:5]3[CH2:6]2)=[O:16])[CH2:22][CH2:21]1. The yield is 0.690. (7) The reactants are [C:1]([O:5][C:6]([N:8]1[CH2:14][CH2:13][C:12]2[C:15]([S:20][CH2:21][C:22](OC)=[O:23])=[C:16]([Cl:19])[CH:17]=[CH:18][C:11]=2[CH2:10][CH2:9]1)=[O:7])([CH3:4])([CH3:3])[CH3:2].CC(C[AlH]CC(C)C)C.C1(C)C=CC=CC=1. The catalyst is C1COCC1. The product is [C:1]([O:5][C:6]([N:8]1[CH2:14][CH2:13][C:12]2[C:15]([S:20][CH2:21][CH2:22][OH:23])=[C:16]([Cl:19])[CH:17]=[CH:18][C:11]=2[CH2:10][CH2:9]1)=[O:7])([CH3:4])([CH3:3])[CH3:2]. The yield is 0.940. (8) The reactants are C1(P(=[CH:20][C:21]([O:23][CH3:24])=[O:22])(C2C=CC=CC=2)C2C=CC=CC=2)C=CC=CC=1.[Br:25][C:26]1[CH:33]=[CH:32][C:29]([CH:30]=O)=[CH:28][C:27]=1[CH3:34]. The catalyst is C1(C)C=CC=CC=1. The product is [Br:25][C:26]1[CH:33]=[CH:32][C:29](/[CH:30]=[CH:20]/[C:21]([O:23][CH3:24])=[O:22])=[CH:28][C:27]=1[CH3:34]. The yield is 0.550. (9) The reactants are [CH:1]([N:4]1[CH2:9][CH2:8][CH:7]([O:10][C:11]2[CH:19]=[CH:18][C:17]3[N:16]4[C@H:20]([CH3:25])[CH2:21][NH:22][C:23](=[O:24])[C:15]4=[CH:14][C:13]=3[CH:12]=2)[CH2:6][CH2:5]1)([CH3:3])[CH3:2].[H-].[Na+].Cl.Cl[CH2:30][C:31]1[CH:32]=[N:33][CH:34]=[CH:35][CH:36]=1. No catalyst specified. The product is [CH:1]([N:4]1[CH2:9][CH2:8][CH:7]([O:10][C:11]2[CH:19]=[CH:18][C:17]3[N:16]4[C@H:20]([CH3:25])[CH2:21][N:22]([CH2:30][C:31]5[CH:32]=[N:33][CH:34]=[CH:35][CH:36]=5)[C:23](=[O:24])[C:15]4=[CH:14][C:13]=3[CH:12]=2)[CH2:6][CH2:5]1)([CH3:3])[CH3:2]. The yield is 0.610.